From a dataset of Full USPTO retrosynthesis dataset with 1.9M reactions from patents (1976-2016). Predict the reactants needed to synthesize the given product. (1) Given the product [CH:1]1([CH2:4][O:5][C:6]2[CH:14]=[CH:13][C:9]3[O:10][CH2:11][O:12][C:8]=3[C:7]=2[C:15]2[C:16]3[NH:23][CH:22]=[C:21]([C:24]([NH:28][CH2:29][C:30]([N:32]4[CH2:33][CH2:34][CH:35]([N:38]5[N:47]=[C:46]([C:48]6[CH:53]=[CH:52][C:51]([O:54][CH3:55])=[C:50]([O:56][CH3:57])[CH:49]=6)[C@@H:45]6[C@@H:40]([CH2:41][CH2:42][CH2:43][CH2:44]6)[C:39]5=[O:58])[CH2:36][CH2:37]4)=[O:31])=[O:25])[C:17]=3[N:18]=[CH:19][N:20]=2)[CH2:2][CH2:3]1, predict the reactants needed to synthesize it. The reactants are: [CH:1]1([CH2:4][O:5][C:6]2[CH:14]=[CH:13][C:9]3[O:10][CH2:11][O:12][C:8]=3[C:7]=2[C:15]2[C:16]3[NH:23][CH:22]=[C:21]([C:24](O)=[O:25])[C:17]=3[N:18]=[CH:19][N:20]=2)[CH2:3][CH2:2]1.Cl.[NH2:28][CH2:29][C:30]([N:32]1[CH2:37][CH2:36][CH:35]([N:38]2[N:47]=[C:46]([C:48]3[CH:53]=[CH:52][C:51]([O:54][CH3:55])=[C:50]([O:56][CH3:57])[CH:49]=3)[C@@H:45]3[C@@H:40]([CH2:41][CH2:42][CH2:43][CH2:44]3)[C:39]2=[O:58])[CH2:34][CH2:33]1)=[O:31].CN(C(ON1N=NC2C=CC=CC1=2)=[N+](C)C)C.F[P-](F)(F)(F)(F)F.CCN(C(C)C)C(C)C.C(=O)(O)[O-].[Na+]. (2) Given the product [CH:1]1([CH2:6][C@H:7]([CH2:8][C:9](=[O:11])[NH:46][O:45][CH2:44][C:38]2[CH:43]=[CH:42][CH:41]=[CH:40][CH:39]=2)[C:12]([N:14]2[C@H:18]([C:19]([NH:21][C:22]3[CH:27]=[CH:26][CH:25]=[C:24]([CH2:28][CH3:29])[N:23]=3)=[O:20])[CH2:17][CH:16]=[N:15]2)=[O:13])[CH2:5][CH2:4][CH2:3][CH2:2]1, predict the reactants needed to synthesize it. The reactants are: [CH:1]1([CH2:6][C@@H:7]([C:12]([N:14]2[CH:18]([C:19]([NH:21][C:22]3[CH:27]=[CH:26][CH:25]=[C:24]([CH2:28][CH3:29])[N:23]=3)=[O:20])[CH2:17][CH:16]=[N:15]2)=[O:13])[CH2:8][C:9]([OH:11])=O)[CH2:5][CH2:4][CH2:3][CH2:2]1.CN1CCOCC1.Cl.[C:38]1([CH2:44][O:45][NH2:46])[CH:43]=[CH:42][CH:41]=[CH:40][CH:39]=1.C(Cl)CCl.N1C2C(=NC=CC=2)N(O)N=1. (3) Given the product [CH3:1][O:2][C:3]1[CH:8]=[CH:7][C:6]([C:3]2[CH:8]=[CH:7][CH:6]=[C:5]([C:5]3[CH:6]=[CH:7][CH:8]=[C:3]([O:2][CH3:1])[CH:4]=3)[CH:4]=2)=[CH:5][CH:4]=1, predict the reactants needed to synthesize it. The reactants are: [CH3:1][O:2][C:3]1[CH:8]=[CH:7][C:6](B(O)O)=[CH:5][CH:4]=1. (4) Given the product [CH3:1][O:2][C:3](=[O:12])[C:4]1[CH:9]=[CH:8][C:7]([CH2:10][Br:20])=[CH:6][C:5]=1[Br:11], predict the reactants needed to synthesize it. The reactants are: [CH3:1][O:2][C:3](=[O:12])[C:4]1[CH:9]=[CH:8][C:7]([CH3:10])=[CH:6][C:5]=1[Br:11].C1C(=O)N([Br:20])C(=O)C1.C(OOC(=O)C1C=CC=CC=1)(=O)C1C=CC=CC=1. (5) Given the product [C:28]([C:24]1[CH:23]=[C:22]([NH:21][C:2]2[N:7]=[C:6]([CH2:8][CH2:9][C:10]3[CH:15]=[CH:14][CH:13]=[CH:12][C:11]=3[CH2:16][C:17]([NH2:19])=[O:18])[C:5]([Cl:20])=[CH:4][N:3]=2)[CH:27]=[CH:26][CH:25]=1)(=[O:30])[CH3:29], predict the reactants needed to synthesize it. The reactants are: Cl[C:2]1[N:7]=[C:6]([CH2:8][CH2:9][C:10]2[CH:15]=[CH:14][CH:13]=[CH:12][C:11]=2[CH2:16][C:17]([NH2:19])=[O:18])[C:5]([Cl:20])=[CH:4][N:3]=1.[NH2:21][C:22]1[CH:23]=[C:24]([C:28](=[O:30])[CH3:29])[CH:25]=[CH:26][CH:27]=1.